This data is from Catalyst prediction with 721,799 reactions and 888 catalyst types from USPTO. The task is: Predict which catalyst facilitates the given reaction. (1) Reactant: [NH2:1]OS(O)(=O)=O.[NH:7]1[CH:11]=[CH:10][N:9]=[C:8]1[C:12]([O:14][CH2:15][CH3:16])=[O:13].C([O-])([O-])=O.[K+].[K+]. Product: [NH2:1][N:7]1[CH:11]=[CH:10][N:9]=[C:8]1[C:12]([O:14][CH2:15][CH3:16])=[O:13]. The catalyst class is: 6. (2) Reactant: [CH3:1][C:2]1[N:3]=[CH:4][C:5]2[C:10]([CH:11]=1)=[C:9]([N+:12]([O-])=O)[CH:8]=[CH:7][CH:6]=2.[H][H]. Product: [CH3:1][C:2]1[N:3]=[CH:4][C:5]2[CH:6]=[CH:7][CH:8]=[C:9]([NH2:12])[C:10]=2[CH:11]=1. The catalyst class is: 791. (3) Reactant: [CH:1]([C:4]1[CH:19]=[CH:18][CH:17]=[CH:16][C:5]=1[O:6][CH2:7][CH2:8][C:9]([O:11]C(C)(C)C)=[O:10])([CH3:3])[CH3:2].FC(F)(F)C(O)=O. Product: [CH:1]([C:4]1[CH:19]=[CH:18][CH:17]=[CH:16][C:5]=1[O:6][CH2:7][CH2:8][C:9]([OH:11])=[O:10])([CH3:3])[CH3:2]. The catalyst class is: 4. (4) Reactant: [C:1]([C:3]1[CH:4]=[CH:5][C:6]([NH:13][CH:14]2[CH:18]([C:19]3[CH:24]=[CH:23][C:22]([O:25][C:26]([F:29])([F:28])[F:27])=[CH:21][CH:20]=3)[CH2:17][N:16]([C:30]([O:32][C:33]([CH3:36])([CH3:35])[CH3:34])=[O:31])[CH2:15]2)=[C:7]2[C:12]=1[N:11]=[CH:10][N:9]=[CH:8]2)#[N:2].[OH-:37].[Na+].OO. Product: [C:1]([C:3]1[CH:4]=[CH:5][C:6]([NH:13][CH:14]2[CH:18]([C:19]3[CH:20]=[CH:21][C:22]([O:25][C:26]([F:28])([F:27])[F:29])=[CH:23][CH:24]=3)[CH2:17][N:16]([C:30]([O:32][C:33]([CH3:36])([CH3:35])[CH3:34])=[O:31])[CH2:15]2)=[C:7]2[C:12]=1[N:11]=[CH:10][N:9]=[CH:8]2)(=[O:37])[NH2:2]. The catalyst class is: 16. (5) Reactant: ClC(Cl)(Cl)[C:3]([C:5]1[C:13]2[C:8](=[CH:9][C:10]([C:14]([N:16]3[CH2:22][C:21]4([CH3:24])[CH2:23][CH:17]3[CH2:18][C:19]([CH3:26])([CH3:25])[CH2:20]4)=[O:15])=[CH:11][CH:12]=2)[NH:7][CH:6]=1)=[O:4].C([OH:31])C.[OH-].[Na+].Cl. Product: [CH3:24][C:21]12[CH2:23][CH:17]([N:16]([C:14]([C:10]3[CH:9]=[C:8]4[C:13]([C:5]([C:3]([OH:31])=[O:4])=[CH:6][NH:7]4)=[CH:12][CH:11]=3)=[O:15])[CH2:22]1)[CH2:18][C:19]([CH3:25])([CH3:26])[CH2:20]2. The catalyst class is: 1. (6) Reactant: [N:1]1[CH:6]=[CH:5][C:4]([C:7]2[N:8]=[C:9]([SH:12])[S:10][CH:11]=2)=[CH:3][CH:2]=1.[Na].[C:14]1([CH2:20][C:21]([NH:23][C@@H:24]2[C:52](=[O:53])[N:26]3[C:27]([C:36]([O:38][CH:39]([C:46]4[CH:51]=[CH:50][CH:49]=[CH:48][CH:47]=4)[C:40]4[CH:45]=[CH:44][CH:43]=[CH:42][CH:41]=4)=[O:37])=[C:28](OS(C)(=O)=O)[CH2:29][S:30][C@H:25]23)=[O:22])[CH:19]=[CH:18][CH:17]=[CH:16][CH:15]=1.C(O)(=O)C. Product: [C:14]1([CH2:20][C:21]([NH:23][C@@H:24]2[C:52](=[O:53])[N:26]3[C:27]([C:36]([O:38][CH:39]([C:40]4[CH:41]=[CH:42][CH:43]=[CH:44][CH:45]=4)[C:46]4[CH:47]=[CH:48][CH:49]=[CH:50][CH:51]=4)=[O:37])=[C:28]([S:12][C:9]4[S:10][CH:11]=[C:7]([C:4]5[CH:3]=[CH:2][N:1]=[CH:6][CH:5]=5)[N:8]=4)[CH2:29][S:30][C@H:25]23)=[O:22])[CH:19]=[CH:18][CH:17]=[CH:16][CH:15]=1. The catalyst class is: 670. (7) Reactant: [CH2:1]([N:3]1[C:11]2[C:6](=[N:7][CH:8]=[C:9]([F:12])[CH:10]=2)[N:5]([C:13]2[CH:18]=[CH:17][C:16]([OH:19])=[CH:15][CH:14]=2)[C:4]1=[O:20])[CH3:2].[H-].[Na+].[CH3:23][N:24]1[C:28]2=[N:29][CH:30]=[CH:31][CH:32]=[C:27]2[N:26]=[C:25]1S(C)(=O)=O.O. Product: [CH2:1]([N:3]1[C:11]2[C:6](=[N:7][CH:8]=[C:9]([F:12])[CH:10]=2)[N:5]([C:13]2[CH:18]=[CH:17][C:16]([O:19][C:25]3[N:24]([CH3:23])[C:28]4=[N:29][CH:30]=[CH:31][CH:32]=[C:27]4[N:26]=3)=[CH:15][CH:14]=2)[C:4]1=[O:20])[CH3:2]. The catalyst class is: 3. (8) Reactant: C([O-])([O-])=O.[K+].[K+].[O:7]=[C:8]1[CH:13]=[C:12]([NH:14][C:15](=[O:23])[CH2:16][C:17]2[CH:22]=[CH:21][CH:20]=[CH:19][CH:18]=2)[CH:11]=[CH:10][NH:9]1.[Br:24][CH2:25][CH2:26][CH2:27][CH2:28]Br. Product: [Br:24][CH2:25][CH2:26][CH2:27][CH2:28][N:9]1[CH:10]=[CH:11][C:12]([NH:14][C:15](=[O:23])[CH2:16][C:17]2[CH:18]=[CH:19][CH:20]=[CH:21][CH:22]=2)=[CH:13][C:8]1=[O:7]. The catalyst class is: 197. (9) Reactant: [Br:1][C:2]1[CH:8]=[CH:7][C:5]([NH2:6])=[C:4]([F:9])[CH:3]=1.C(N(CC)CC)C.[C:17](Cl)(=[O:24])[C:18]1[CH:23]=[CH:22][CH:21]=[CH:20][CH:19]=1.C(=O)([O-])O.[Na+]. Product: [Br:1][C:2]1[CH:8]=[CH:7][C:5]([NH:6][C:17](=[O:24])[C:18]2[CH:23]=[CH:22][CH:21]=[CH:20][CH:19]=2)=[C:4]([F:9])[CH:3]=1. The catalyst class is: 112. (10) Product: [NH2:11][C:8]1[CH:9]=[CH:10][C:5]2[N:4]=[N:3][N:2]([CH3:1])[C:6]=2[CH:7]=1. Reactant: [CH3:1][N:2]1[C:6]2[CH:7]=[C:8]([N+:11]([O-])=O)[CH:9]=[CH:10][C:5]=2[N:4]=[N:3]1.Cl[Sn]Cl. The catalyst class is: 33.